Predict the reaction yield, written as a fraction of the theoretical maximum amount of product (1.0 means a 100% yield; for example, 0.34 means a 34% yield). From a dataset of Reaction yield outcomes from USPTO patents with 853,638 reactions. (1) The reactants are [Cl:1][C:2]1[CH:3]=[C:4]([O:11]C)[C:5]([OH:10])=[C:6]([CH:9]=1)[CH:7]=[O:8].B(Br)(Br)Br. The catalyst is C(Cl)Cl. The product is [Cl:1][C:2]1[CH:3]=[C:4]([OH:11])[C:5]([OH:10])=[C:6]([CH:9]=1)[CH:7]=[O:8]. The yield is 0.960. (2) The reactants are [CH3:1][O:2][C:3](=[O:20])[CH2:4][C:5]1[CH:10]=[CH:9][C:8]([N+:11]([O-:13])=[O:12])=[C:7]([O:14][CH2:15][C:16]([F:19])([F:18])[F:17])[CH:6]=1.Br[CH2:22][CH:23]1[CH2:26][CH2:25][CH2:24]1.[OH-].[K+].O. The catalyst is CS(C)=O. The product is [CH3:1][O:2][C:3](=[O:20])[CH:4]([C:5]1[CH:10]=[CH:9][C:8]([N+:11]([O-:13])=[O:12])=[C:7]([O:14][CH2:15][C:16]([F:17])([F:19])[F:18])[CH:6]=1)[CH2:22][CH:23]1[CH2:26][CH2:25][CH2:24]1. The yield is 0.400. (3) The catalyst is CCOC(C)=O.C(O)C. The product is [CH3:3][CH:2]([CH2:4][N:5]([S:34]([C:37]1[CH:42]=[CH:41][C:40]([NH2:43])=[CH:39][CH:38]=1)(=[O:36])=[O:35])[C@H:6]([C:31]([NH:70][NH2:71])=[O:33])[CH2:7][CH2:8][CH2:9][CH2:10][NH:11][C:12]([C@@H:14]([NH:22][S:23]([C:26]1[S:30][CH:29]=[CH:28][CH:27]=1)(=[O:25])=[O:24])[CH2:15][C:16]1[CH:17]=[CH:18][CH:19]=[CH:20][CH:21]=1)=[O:13])[CH3:1]. The reactants are [CH3:1][CH:2]([CH2:4][N:5]([S:34]([C:37]1[CH:42]=[CH:41][C:40]([NH2:43])=[CH:39][CH:38]=1)(=[O:36])=[O:35])[C@H:6]([C:31]([OH:33])=O)[CH2:7][CH2:8][CH2:9][CH2:10][NH:11][C:12]([C@@H:14]([NH:22][S:23]([C:26]1[S:30][CH:29]=[CH:28][CH:27]=1)(=[O:25])=[O:24])[CH2:15][C:16]1[CH:21]=[CH:20][CH:19]=[CH:18][CH:17]=1)=[O:13])[CH3:3].C1C([N+]([O-])=O)=CC=C(O)C=1.C1CCC(N=C=NC2CCCCC2)CC1.O.[NH2:70][NH2:71]. The yield is 0.300. (4) The reactants are [NH2:1][C:2]([C:7]1[CH:8]=[N:9][C:10]2[C:15]([CH:16]=1)=[CH:14][CH:13]=[C:12]([O:17][CH2:18][CH2:19][CH2:20][CH2:21][CH2:22][CH2:23][CH3:24])[CH:11]=2)([CH3:6])[C:3](O)=[O:4].[H-].[H-].[H-].[H-].[Li+].[Al+3].O.CC(=O)OCC. The catalyst is C1COCC1. The product is [NH2:1][C:2]([C:7]1[CH:8]=[N:9][C:10]2[C:15]([CH:16]=1)=[CH:14][CH:13]=[C:12]([O:17][CH2:18][CH2:19][CH2:20][CH2:21][CH2:22][CH2:23][CH3:24])[CH:11]=2)([CH3:6])[CH2:3][OH:4]. The yield is 0.350. (5) The reactants are C(=O)([O-])[O-].[Cs+].[Cs+].Br[C:8]1[CH:13]=[CH:12][C:11]([CH:14]=[CH2:15])=[CH:10][CH:9]=1.[N:16]1([C:22]([O:24][C:25]([CH3:28])([CH3:27])[CH3:26])=[O:23])[CH2:21][CH2:20][NH:19][CH2:18][CH2:17]1.C1(P(C2CCCCC2)C2C=CC=CC=2C2C(C(C)C)=CC(C(C)C)=CC=2C(C)C)CCCCC1. The product is [CH:14]([C:11]1[CH:12]=[CH:13][C:8]([N:19]2[CH2:18][CH2:17][N:16]([C:22]([O:24][C:25]([CH3:28])([CH3:27])[CH3:26])=[O:23])[CH2:21][CH2:20]2)=[CH:9][CH:10]=1)=[CH2:15]. The yield is 0.220. The catalyst is C1(C)C=CC=CC=1.CC([O-])=O.CC([O-])=O.[Pd+2]. (6) The reactants are [CH2:1]([O:3][CH:4]([O:7][CH2:8][CH3:9])[CH2:5][NH2:6])[CH3:2].C(N(CC)CC)C.[Br:17][C:18]1[CH:26]=[CH:25][C:21]([C:22](Cl)=[O:23])=[CH:20][CH:19]=1. The catalyst is C(Cl)Cl. The product is [Br:17][C:18]1[CH:26]=[CH:25][C:21]([C:22]([NH:6][CH2:5][CH:4]([O:7][CH2:8][CH3:9])[O:3][CH2:1][CH3:2])=[O:23])=[CH:20][CH:19]=1. The yield is 0.660.